From a dataset of Forward reaction prediction with 1.9M reactions from USPTO patents (1976-2016). Predict the product of the given reaction. (1) Given the reactants COC1C=CC(C[N:8]2[N:14]=[C:13]([C:15]3[CH:38]=[CH:37][C:18]4[N:19]=[C:20]([C:22]5[CH:27]=[CH:26][C:25]([O:28][CH2:29][CH2:30][N:31]6[CH2:36][CH2:35][O:34][CH2:33][CH2:32]6)=[CH:24][CH:23]=5)[O:21][C:17]=4[CH:16]=3)[CH:12]3[CH:10]([CH2:11]3)[C:9]2=[O:39])=CC=1.C(O)(C(F)(F)F)=O.C(=O)([O-])[O-].[Na+].[Na+], predict the reaction product. The product is: [N:31]1([CH2:30][CH2:29][O:28][C:25]2[CH:24]=[CH:23][C:22]([C:20]3[O:21][C:17]4[CH:16]=[C:15]([C:13]5[CH:12]6[CH:10]([CH2:11]6)[C:9](=[O:39])[NH:8][N:14]=5)[CH:38]=[CH:37][C:18]=4[N:19]=3)=[CH:27][CH:26]=2)[CH2:32][CH2:33][O:34][CH2:35][CH2:36]1. (2) Given the reactants [CH3:1][N:2]([CH3:38])[C:3]([C:5]1[CH:10]=[C:9]([CH3:11])[C:8]([C:12]2[CH:20]=[CH:19][C:18]([F:21])=[C:17]3[C:13]=2[CH2:14][CH2:15][C@H:16]3[O:22][C:23]2[CH:36]=[CH:35][C:26]3[C@H:27]([CH2:30][C:31]([O:33]C)=[O:32])[CH2:28][O:29][C:25]=3[CH:24]=2)=[C:7]([CH3:37])[CH:6]=1)=[O:4], predict the reaction product. The product is: [CH3:38][N:2]([CH3:1])[C:3]([C:5]1[CH:6]=[C:7]([CH3:37])[C:8]([C:12]2[CH:20]=[CH:19][C:18]([F:21])=[C:17]3[C:13]=2[CH2:14][CH2:15][C@H:16]3[O:22][C:23]2[CH:36]=[CH:35][C:26]3[C@H:27]([CH2:30][C:31]([OH:33])=[O:32])[CH2:28][O:29][C:25]=3[CH:24]=2)=[C:9]([CH3:11])[CH:10]=1)=[O:4].